This data is from Catalyst prediction with 721,799 reactions and 888 catalyst types from USPTO. The task is: Predict which catalyst facilitates the given reaction. (1) Reactant: [C:1]([C:3]([CH3:15])([CH3:14])[C:4](=[O:13])[CH2:5][C:6]([O:8][C:9]([CH3:12])([CH3:11])[CH3:10])=[O:7])#[N:2].[BH4-].[Na+]. Product: [C:1]([C:3]([CH3:15])([CH3:14])[CH:4]([OH:13])[CH2:5][C:6]([O:8][C:9]([CH3:11])([CH3:10])[CH3:12])=[O:7])#[N:2]. The catalyst class is: 1. (2) Reactant: [CH3:1][C@@H:2]1[CH2:7][CH2:6][C@H:5]([O:8][C:9]2[CH:18]=[C:17]3[C:12]([CH:13]=[CH:14][CH:15]=[C:16]3[CH:19]=[O:20])=[CH:11][CH:10]=2)[CH2:4][CH2:3]1.C1C(=O)N([I:28])C(=O)C1.C(O)(C(F)(F)F)=O. Product: [I:28][C:18]1[C:9]([O:8][C@H:5]2[CH2:4][CH2:3][C@@H:2]([CH3:1])[CH2:7][CH2:6]2)=[CH:10][CH:11]=[C:12]2[C:17]=1[C:16]([CH:19]=[O:20])=[CH:15][CH:14]=[CH:13]2. The catalyst class is: 23. (3) Reactant: Br[C:2]1[N:11]([CH2:12][CH2:13][CH2:14][O:15][Si:16]([C:19]([CH3:22])([CH3:21])[CH3:20])([CH3:18])[CH3:17])[C:5]2[N:6]=[CH:7][N:8]=[C:9]([NH2:10])[C:4]=2[C:3]=1[C:23]1[CH:28]=[CH:27][C:26]([CH3:29])=[CH:25][CH:24]=1.[CH2:30](C([Sn])=C(CCCC)CCCC)[CH2:31]CC.C1C=CC=CC=1. Product: [Si:16]([O:15][CH2:14][CH2:13][CH2:12][N:11]1[C:5]2[N:6]=[CH:7][N:8]=[C:9]([NH2:10])[C:4]=2[C:3]([C:23]2[CH:28]=[CH:27][C:26]([CH3:29])=[CH:25][CH:24]=2)=[C:2]1[CH:30]=[CH2:31])([C:19]([CH3:22])([CH3:21])[CH3:20])([CH3:18])[CH3:17]. The catalyst class is: 109.